Task: Regression. Given a peptide amino acid sequence and an MHC pseudo amino acid sequence, predict their binding affinity value. This is MHC class I binding data.. Dataset: Peptide-MHC class I binding affinity with 185,985 pairs from IEDB/IMGT (1) The peptide sequence is VFKDSFLRK. The MHC is HLA-A68:01 with pseudo-sequence HLA-A68:01. The binding affinity (normalized) is 0.385. (2) The MHC is HLA-B27:05 with pseudo-sequence HLA-B27:05. The peptide sequence is QGVGGPGQKAR. The binding affinity (normalized) is 0. (3) The peptide sequence is KQYNVTQAF. The MHC is HLA-B08:01 with pseudo-sequence HLA-B08:01. The binding affinity (normalized) is 0.0847. (4) The peptide sequence is YNLRRGTAL. The MHC is HLA-A03:01 with pseudo-sequence HLA-A03:01. The binding affinity (normalized) is 0.213. (5) The peptide sequence is VFLPNTHNL. The MHC is HLA-C14:02 with pseudo-sequence HLA-C14:02. The binding affinity (normalized) is 1.00. (6) The peptide sequence is SVLSNAPNEI. The MHC is H-2-Db with pseudo-sequence H-2-Db. The binding affinity (normalized) is 0.418.